This data is from Peptide-MHC class I binding affinity with 185,985 pairs from IEDB/IMGT. The task is: Regression. Given a peptide amino acid sequence and an MHC pseudo amino acid sequence, predict their binding affinity value. This is MHC class I binding data. The peptide sequence is KVRGRLLAL. The MHC is HLA-B51:01 with pseudo-sequence HLA-B51:01. The binding affinity (normalized) is 0.0847.